From a dataset of Experimentally validated miRNA-target interactions with 360,000+ pairs, plus equal number of negative samples. Binary Classification. Given a miRNA mature sequence and a target amino acid sequence, predict their likelihood of interaction. (1) The protein sequence of the target gene is MSQVLGKPQPQGEDGGEDQEEDELVGLAGYEDGPESSDAELDSGPEEGESRRNSWMPRSWCSEATRHECWEPGLWRSSHLLGIGGGWRMLRRQRQADFFLDFSDPFSTEVKPRILLMGLRRSGKSSIQKVVFHKMSPSETLFLESTNRICREDVSNSSFVNFQIWDFPGQIDFFDPTFDYEMIFRGTGALIFVIDSQDDYMEALARLHLTVTRAYKVNTDINFEVFIHKVDGLSDDHKIETQRDIHQRANDDLADAGLEKIHLSFYLTSIYDHSIFEAFSKVVQKLIPQLPTLENLLNIF.... The miRNA is mmu-miR-681 with sequence CAGCCUCGCUGGCAGGCAGCU. Result: 0 (no interaction). (2) The miRNA is hsa-miR-1468-3p with sequence AGCAAAAUAAGCAAAUGGAAAA. The protein sequence of the target gene is MSGQSLTDRITAAQHSVTGSAVSKTVCKATTHEIMGPKKKHLDYLIQCTNEMNVNIPQLADSLFERTTNSSWVVVFKSLITTHHLMVYGNERFIQYLASRNTLFNLSNFLDKSGLQGYDMSTFIRRYSRYLNEKAVSYRQVAFDFTKVKRGADGVMRTMNTEKLLKTVPIIQNQMDALLDFNVNSNELTNGVINAAFMLLFKDAIRLFAAYNEGIINLLEKYFDMKKNQCKEGLDIYKKFLTRMTRISEFLKVAEQVGIDRGDIPDLSQAPSSLLDALEQHLASLEGKKIKDSTAASRAT.... Result: 0 (no interaction). (3) The miRNA is hsa-miR-1268b with sequence CGGGCGUGGUGGUGGGGGUG. The protein sequence of the target gene is MAATKTASYDEHFRPEKLREWPEPESVSLMEVLAREDIDEAVCAILFKENSIVKVTVPPFVDPLFQRQQEVDEERRTGLQCETGKRHSIKELEEIEKARLHASSPYFTFTSHCVIPKEWHKASARARSKTYKYSPEKLIYADKKQKRKEKKTADLSQAAFERQFLSSKLSQKNKVGERKGLVSRGLGRGWHAGLCSTHEQHILVPE. Result: 1 (interaction). (4) Result: 0 (no interaction). The miRNA is hsa-miR-874-3p with sequence CUGCCCUGGCCCGAGGGACCGA. The protein sequence of the target gene is MKTKNRPPRRRTPMQDTEATPGEQTPDRPQSGSGGSELTKGLRSRTARASGGRGEVSRRRQGSGGRRENSVQRRLESNERERQRMHKLNNAFQALREVIPHVRADKKLSKIETLTLAKNYIKSLTATILTMSSSRLPGLEAPGPAPGPKLYQHYHHQQQQQQQQQQVAGAMLGVTEDQPQGHLQRYSTQIHSFREGS.